This data is from Catalyst prediction with 721,799 reactions and 888 catalyst types from USPTO. The task is: Predict which catalyst facilitates the given reaction. Reactant: C([N:8]1[CH2:13][CH2:12][CH:11]([NH:14][C:15]2[CH:24]=[CH:23][C:18]([C:19]([O:21][CH3:22])=[O:20])=[CH:17][N:16]=2)[CH2:10][CH2:9]1)C1C=CC=CC=1.[H][H]. Product: [NH:8]1[CH2:13][CH2:12][CH:11]([NH:14][C:15]2[CH:24]=[CH:23][C:18]([C:19]([O:21][CH3:22])=[O:20])=[CH:17][N:16]=2)[CH2:10][CH2:9]1. The catalyst class is: 129.